Dataset: Experimentally validated miRNA-target interactions with 360,000+ pairs, plus equal number of negative samples. Task: Binary Classification. Given a miRNA mature sequence and a target amino acid sequence, predict their likelihood of interaction. (1) The miRNA is hsa-miR-1469 with sequence CUCGGCGCGGGGCGCGGGCUCC. The protein sequence of the target gene is MVVSEVDIAKADPAAASHPLLLNGDATVAQKNPGSVAENNLCSQYEEKVRPCIDLIDSLRALGVEQDLALPAIAVIGDQSSGKSSVLEALSGVALPRGSGIVTRCPLVLKLKKLVNEDKWRGKVSYQDYEIEISDASEVEKEINKAQNAIAGEGMGISHELITLEISSRDVPDLTLIDLPGITRVAVGNQPADIGYKIKTLIKKYIQRQETISLVVVPSNVDIATTEALSMAQEVDPEGDRTIGILTKPDLVDKGTEDKVVDVVRNLVFHLKKGYMIVKCRGQQEIQDQLSLSEALQREK.... Result: 0 (no interaction). (2) The miRNA is hsa-miR-5591-3p with sequence AUACCCAUAGCUUAGCUCCCA. The protein sequence of the target gene is MESNLSGLVPAAGLVPALPPTVTLGLTAAYTALYALLFFSVYAQLWLVLLYGHKRLSYQTVFLALCLLWAALRTTLFSFYFRDTPRANRLGPLPFWLLYCCPVCLQFFTLTLMNLYFVQVVFKAKAKRRPEMSRGLLAVRGAFVGASLLFLLVNVLCAVLSRQRQAQPWVLLLVRVLVSDSLFVICALSLAACLCLVARRAPSTSIYLEAKGTSVCQAAAIGGAMVLLYASRACYNLAALALAPRSRLDAFDYDWYNVSDQADLVNDLGNKGYLVFGLILFVWELLPTTLLVGFFRVHRP.... Result: 0 (no interaction). (3) The miRNA is hsa-miR-4734 with sequence GCUGCGGGCUGCGGUCAGGGCG. The protein sequence of the target gene is MFATSGAVAAGKPYSCSECGKSFCYSSVLLRHERAHGGDGRFRCLECGERCARAADLRAHRRTHAGQTLYICSECGQSFRHSGRLDLHLGAHRQRCRTCPCRTCGRRFPHLPALLLHRRRQHLPERPRRCPLCARTFRQSALLFHQARAHPLGTTSDPAAPPHRCAQCPRAFRSGAGLRSHARIHVSRSPTRPRVSDAHQCGVCGKCFGKSSTLTRHLQTHSGEKPFKCPECGKGFLESATLVRHQRTHTGEKPYACGDCGRCFSESSTLLRHRRSHQGERPHACATCGKGFGQRSDLVV.... Result: 0 (no interaction). (4) The miRNA is hsa-miR-545-3p with sequence UCAGCAAACAUUUAUUGUGUGC. The protein sequence of the target gene is MAELTALESLIEMGFPRGRAEKALALTGNQGIEAAMDWLMEHEDDPDVDEPLETPLGHILGREPTSSEQGGLEGSGSAAGEGKPALSEEERQEQTKRMLELVAQKQREREEREEREALERERQRRRQGQELSAARQRLQEDEMRRAAEERRREKAEELAARQRVREKIERDKAERAKKYGGSVGSQPPPVAPEPGPVPSSPSQEPPTKREYDQCRIQVRLPDGTSLTQTFRAREQLAAVRLYVELHRGEELGGGQDPVQLLSGFPRRAFSEADMERPLQELGLVPSAVLIVAKKCPS. Result: 0 (no interaction).